From a dataset of Reaction yield outcomes from USPTO patents with 853,638 reactions. Predict the reaction yield, written as a fraction of the theoretical maximum amount of product (1.0 means a 100% yield; for example, 0.34 means a 34% yield). (1) The yield is 0.295. The product is [Cl:24][C:20]1[CH:19]=[C:18]([NH:17][C:16]([N:13]2[CH2:14][CH2:15][C:10]3[NH:9][N:8]=[C:7]([C:32]4[CH:33]=[N:28][CH:29]=[N:30][CH:31]=4)[C:11]=3[CH2:12]2)=[O:25])[CH:23]=[CH:22][CH:21]=1. The catalyst is O1CCOCC1.C1C=CC(P(C2C=CC=CC=2)[C-]2C=CC=C2)=CC=1.C1C=CC(P(C2C=CC=CC=2)[C-]2C=CC=C2)=CC=1.Cl[Pd]Cl.[Fe+2].C1C=CC(P(C2C=CC=CC=2)[C-]2C=CC=C2)=CC=1.C1C=CC(P(C2C=CC=CC=2)[C-]2C=CC=C2)=CC=1.[Fe+2]. The reactants are FC(F)(F)S(O[C:7]1[C:11]2[CH2:12][N:13]([C:16](=[O:25])[NH:17][C:18]3[CH:23]=[CH:22][CH:21]=[C:20]([Cl:24])[CH:19]=3)[CH2:14][CH2:15][C:10]=2[NH:9][N:8]=1)(=O)=O.[N:28]1[CH:33]=[C:32](B(O)O)[CH:31]=[N:30][CH:29]=1.[O-]P([O-])([O-])=O.[K+].[K+].[K+].O. (2) The reactants are [Cl:1][C:2]1[CH:3]=[C:4]([C:9]2[S:10][CH:11]=[C:12]([C:15]([CH3:17])=O)[C:13]=2[OH:14])[CH:5]=[CH:6][C:7]=1[Cl:8].[C:18]([O:22][C:23](=[O:37])[CH2:24][NH:25][C:26]([C:28]1[S:29][C:30]([C:33]([NH:35][NH2:36])=[O:34])=[CH:31][CH:32]=1)=[O:27])([CH3:21])([CH3:20])[CH3:19].O.C1(C)C=CC(S(O)(=O)=O)=CC=1.O. The catalyst is C(O)(C)C. The product is [C:18]([O:22][C:23](=[O:37])[CH2:24][NH:25][C:26]([C:28]1[S:29][C:30]([C:33]([NH:35][N:36]=[C:15]([C:12]2[C:13]([OH:14])=[C:9]([C:4]3[CH:5]=[CH:6][C:7]([Cl:8])=[C:2]([Cl:1])[CH:3]=3)[S:10][CH:11]=2)[CH3:17])=[O:34])=[CH:31][CH:32]=1)=[O:27])([CH3:21])([CH3:19])[CH3:20]. The yield is 0.830.